From a dataset of Full USPTO retrosynthesis dataset with 1.9M reactions from patents (1976-2016). Predict the reactants needed to synthesize the given product. The reactants are: [O:1]=[C:2]1[CH2:26][C:10]2([CH:15]=[CH:14][N:13](C(OCC3C=CC=CC=3)=O)[CH2:12][CH2:11]2)[C:9]2[C:4](=[N:5][CH:6]=[CH:7][CH:8]=2)[N:3]1COCC[Si](C)(C)C.FC(F)(F)C(O)=O.C(N)CN. Given the product [NH:13]1[CH2:12][CH2:11][C:10]2([C:9]3[C:4](=[N:5][CH:6]=[CH:7][CH:8]=3)[NH:3][C:2](=[O:1])[CH2:26]2)[CH2:15][CH2:14]1, predict the reactants needed to synthesize it.